Dataset: Full USPTO retrosynthesis dataset with 1.9M reactions from patents (1976-2016). Task: Predict the reactants needed to synthesize the given product. (1) Given the product [N+:23]([C:20]1[CH:19]=[CH:18][C:17]([C:15]([C:12]2[CH:11]=[CH:10][C:9]([N:2]3[N:3]=[CH:4][CH:5]=[N:1]3)=[CH:14][CH:13]=2)=[O:16])=[CH:22][CH:21]=1)([O-:25])=[O:24], predict the reactants needed to synthesize it. The reactants are: [NH:1]1[CH:5]=[CH:4][N:3]=[N:2]1.[H-].[Na+].F[C:9]1[CH:14]=[CH:13][C:12]([C:15]([C:17]2[CH:22]=[CH:21][C:20]([N+:23]([O-:25])=[O:24])=[CH:19][CH:18]=2)=[O:16])=[CH:11][CH:10]=1. (2) Given the product [NH2:8][C:6]1[CH:7]=[C:2]([Cl:1])[C:3](=[O:12])[N:4]([CH3:11])[CH:5]=1, predict the reactants needed to synthesize it. The reactants are: [Cl:1][C:2]1[C:3](=[O:12])[N:4]([CH3:11])[CH:5]=[C:6]([N+:8]([O-])=O)[CH:7]=1.